This data is from Full USPTO retrosynthesis dataset with 1.9M reactions from patents (1976-2016). The task is: Predict the reactants needed to synthesize the given product. (1) Given the product [F:22][C:23]1[C:32]([CH3:33])=[CH:31][C:26]2[O:27][C:28]([C:29]#[N:30])=[CH:34][C:25]=2[CH:24]=1, predict the reactants needed to synthesize it. The reactants are: FC1C(C)=CC(O)=C(C=1)C=O.C([O-])([O-])=O.[Cs+].[Cs+].BrCC#N.[F:22][C:23]1[C:32]([CH3:33])=[CH:31][C:26]([O:27][CH2:28][C:29]#[N:30])=[C:25]([CH:34]=O)[CH:24]=1. (2) Given the product [NH2:1][C:2]1[N:3]=[CH:4][C:5]([C:18]2[CH:26]=[CH:25][C:21]([CH:22]=[O:23])=[C:20]([CH2:28][CH3:33])[CH:19]=2)=[N:6][C:7]=1[NH:8][CH2:9][C:10]1[C:11]([Cl:17])=[CH:12][CH:13]=[CH:14][C:15]=1[Cl:16], predict the reactants needed to synthesize it. The reactants are: [NH2:1][C:2]1[N:3]=[CH:4][C:5]([C:18]2[CH:26]=[CH:25][C:21]([C:22](O)=[O:23])=[CH:20][CH:19]=2)=[N:6][C:7]=1[NH:8][CH2:9][C:10]1[C:15]([Cl:16])=[CH:14][CH:13]=[CH:12][C:11]=1[Cl:17].Br[C:28]1N=C(NCC2C(Cl)=CC=CC=2Cl)C(N)=N[CH:33]=1.C(C1C=C(B2OC(C)(C)C(C)(C)O2)C=CC=1C=O)C.